Dataset: NCI-60 drug combinations with 297,098 pairs across 59 cell lines. Task: Regression. Given two drug SMILES strings and cell line genomic features, predict the synergy score measuring deviation from expected non-interaction effect. (1) Drug 1: CC(CN1CC(=O)NC(=O)C1)N2CC(=O)NC(=O)C2. Drug 2: C1=NNC2=C1C(=O)NC=N2. Cell line: HOP-62. Synergy scores: CSS=11.8, Synergy_ZIP=-3.12, Synergy_Bliss=2.90, Synergy_Loewe=0.00788, Synergy_HSA=3.68. (2) Drug 1: C1=CC(=CC=C1C#N)C(C2=CC=C(C=C2)C#N)N3C=NC=N3. Drug 2: CC1C(C(=O)NC(C(=O)N2CCCC2C(=O)N(CC(=O)N(C(C(=O)O1)C(C)C)C)C)C(C)C)NC(=O)C3=C4C(=C(C=C3)C)OC5=C(C(=O)C(=C(C5=N4)C(=O)NC6C(OC(=O)C(N(C(=O)CN(C(=O)C7CCCN7C(=O)C(NC6=O)C(C)C)C)C)C(C)C)C)N)C. Cell line: SF-295. Synergy scores: CSS=11.8, Synergy_ZIP=-1.99, Synergy_Bliss=-4.29, Synergy_Loewe=-6.33, Synergy_HSA=-2.16. (3) Drug 1: C1=CC(=CC=C1CC(C(=O)O)N)N(CCCl)CCCl.Cl. Drug 2: CC1=C(C(CCC1)(C)C)C=CC(=CC=CC(=CC(=O)O)C)C. Cell line: NCI-H460. Synergy scores: CSS=32.6, Synergy_ZIP=-0.0153, Synergy_Bliss=0.0447, Synergy_Loewe=-1.24, Synergy_HSA=-0.183.